This data is from Retrosynthesis with 50K atom-mapped reactions and 10 reaction types from USPTO. The task is: Predict the reactants needed to synthesize the given product. Given the product OC1CCc2cccc(Nc3ncc(-c4ccc(N5CCCC5)cc4)o3)c2C1, predict the reactants needed to synthesize it. The reactants are: O=C1CCc2cccc(Nc3ncc(-c4ccc(N5CCCC5)cc4)o3)c2C1.